This data is from Reaction yield outcomes from USPTO patents with 853,638 reactions. The task is: Predict the reaction yield, written as a fraction of the theoretical maximum amount of product (1.0 means a 100% yield; for example, 0.34 means a 34% yield). (1) The reactants are [CH:1]1([CH2:6][CH:7]([C:11]2[CH:16]=[CH:15][C:14]([Cl:17])=[C:13]([Cl:18])[CH:12]=2)[C:8]([OH:10])=O)[CH2:5][CH2:4][CH2:3][CH2:2]1.C(Cl)(=O)C(Cl)=O.[NH2:25][C:26]1[CH:31]=[CH:30][CH:29]=[CH:28][N:27]=1.C(N(CC)C(C)C)(C)C. The catalyst is C(Cl)Cl.CN(C)C=O.O1CCCC1.O. The product is [CH:1]1([CH2:6][CH:7]([C:11]2[CH:16]=[CH:15][C:14]([Cl:17])=[C:13]([Cl:18])[CH:12]=2)[C:8]([NH:25][C:26]2[CH:31]=[CH:30][CH:29]=[CH:28][N:27]=2)=[O:10])[CH2:2][CH2:3][CH2:4][CH2:5]1. The yield is 0.500. (2) The reactants are [F:1][C:2]1[CH:7]=[CH:6][CH:5]=[C:4]([F:8])[C:3]=1[N:9]1[C:14]2[N:15]=[C:16]([N:29]3[CH2:34][CH2:33][CH:32]([N:35]4[CH2:40][CH2:39][CH:38]([CH3:41])[CH2:37][CH2:36]4)[CH2:31][CH2:30]3)[N:17]=[C:18]([C:19]3[CH:20]=[C:21]([CH:25]=[CH:26][C:27]=3[CH3:28])[C:22]([OH:24])=O)[C:13]=2[CH:12]=[CH:11][C:10]1=[O:42].CN(C(O[N:51]1N=N[C:53]2[CH:54]=[CH:55]C=C[C:52]1=2)=[N+](C)C)C.F[P-](F)(F)(F)(F)F.C(N(CC)CC)C.C(N)CCC. The catalyst is CN(C=O)C. The product is [CH2:52]([NH:51][C:22](=[O:24])[C:21]1[CH:25]=[CH:26][C:27]([CH3:28])=[C:19]([C:18]2[C:13]3[CH:12]=[CH:11][C:10](=[O:42])[N:9]([C:3]4[C:2]([F:1])=[CH:7][CH:6]=[CH:5][C:4]=4[F:8])[C:14]=3[N:15]=[C:16]([N:29]3[CH2:34][CH2:33][CH:32]([N:35]4[CH2:40][CH2:39][CH:38]([CH3:41])[CH2:37][CH2:36]4)[CH2:31][CH2:30]3)[N:17]=2)[CH:20]=1)[CH2:53][CH2:54][CH3:55]. The yield is 0.550.